Dataset: Full USPTO retrosynthesis dataset with 1.9M reactions from patents (1976-2016). Task: Predict the reactants needed to synthesize the given product. The reactants are: [OH-].[Na+].C[O:4][C:5]([C:7]1[O:8][CH:9]([CH:25]([CH:32]2[CH2:36][O:35][C:34]([CH3:38])([CH3:37])[O:33]2)[O:26][CH2:27][C:28]([O:30]C)=[O:29])[CH:10]([NH:21][C:22](=[O:24])[CH3:23])[CH:11]([O:13][Si:14]([C:17]([CH3:20])([CH3:19])[CH3:18])([CH3:16])[CH3:15])[CH:12]=1)=[O:6]. Given the product [C:22]([NH:21][CH:10]1[CH:9]([CH:25]([O:26][CH2:27][C:28]([OH:30])=[O:29])[CH:32]2[CH2:36][O:35][C:34]([CH3:37])([CH3:38])[O:33]2)[O:8][C:7]([C:5]([OH:6])=[O:4])=[CH:12][CH:11]1[O:13][Si:14]([C:17]([CH3:20])([CH3:19])[CH3:18])([CH3:15])[CH3:16])(=[O:24])[CH3:23], predict the reactants needed to synthesize it.